Dataset: Orexin1 receptor HTS with 218,158 compounds and 233 confirmed actives. Task: Binary Classification. Given a drug SMILES string, predict its activity (active/inactive) in a high-throughput screening assay against a specified biological target. (1) The result is 0 (inactive). The molecule is s1c2nc([nH]c(=O)c2c(c1C(=O)C)C)CSc1ncnc2sc(cc12)CC. (2) The compound is S=c1n(C(C)C)c(=O)c2c([nH]1)cc(OCC)c(OCC)c2. The result is 0 (inactive). (3) The drug is o1c2c(n(CC(=O)NCc3occc3)c1=O)cccc2. The result is 0 (inactive). (4) The compound is Clc1c(cc(NC(=O)CN(C(=O)CSCC(=O)Nc2ccc(OC)cc2)C)cc1)C(F)(F)F. The result is 0 (inactive). (5) The compound is S(c1ccc(c2nn(nn2)Cc2ncccc2)cc1)C. The result is 0 (inactive). (6) The molecule is S(=O)(=O)(N1CCOCC1)c1cc(ccc1)C(=O)NNS(=O)(=O)c1c(F)cccc1. The result is 0 (inactive). (7) The drug is S(=O)(=O)(/N=C1\c2c(C(=O)C(C(C(=O)C)C(OC)=O)=C1)cccc2)c1ccc(cc1)C. The result is 1 (active). (8) The compound is S(=O)(=O)(Nc1ccc(cc1)C)c1cc(C(=O)NCCCn2ccnc2)ccc1. The result is 0 (inactive). (9) The molecule is O1c2c(OC1)ccc(NC(=O)Cc1c3c([nH]c1C(O)=O)cccc3)c2. The result is 0 (inactive).